Dataset: Forward reaction prediction with 1.9M reactions from USPTO patents (1976-2016). Task: Predict the product of the given reaction. (1) Given the reactants [NH:1]1[C:5]2[CH:6]=[CH:7][C:8]([NH2:10])=[CH:9][C:4]=2[N:3]=[CH:2]1.[Cl:11][C:12]1[C:13]([F:21])=[C:14]([C:17]([F:20])=[CH:18][CH:19]=1)[CH:15]=O.[O:22]([C:24]#[N:25])[K].Cl.N1C=CC=CC=1.[N+:33]([CH:35]([CH3:40])[C:36]([CH3:39])([CH3:38])[CH3:37])#[C-:34], predict the reaction product. The product is: [NH:1]1[C:5]2[CH:6]=[CH:7][C:8]([N:10]3[CH:15]([C:14]4[C:17]([F:20])=[CH:18][CH:19]=[C:12]([Cl:11])[C:13]=4[F:21])[C:34](=[N:33][CH:35]([CH3:40])[C:36]([CH3:39])([CH3:38])[CH3:37])[NH:25][C:24]3=[O:22])=[CH:9][C:4]=2[N:3]=[CH:2]1. (2) The product is: [F:27][C:28]1[CH:29]=[CH:30][CH:31]=[C:32]2[C:36]=1[NH:35][CH:34]=[C:33]2[C:37]1[CH2:38][CH2:39][N:40]([CH2:12][CH:13]2[O:14][C:15]3[C:16](=[CH:17][CH:18]=[C:19]4[N:20]=[C:21]([CH3:24])[O:22][C:23]4=3)[O:25][CH2:26]2)[CH2:41][CH:42]=1. Given the reactants CC1C=CC(S(O[CH2:12][C@H:13]2[CH2:26][O:25][C:16]3[CH:17]=[CH:18][C:19]4[N:20]=[C:21]([CH3:24])[O:22][C:23]=4[C:15]=3[O:14]2)(=O)=O)=CC=1.[F:27][C:28]1[CH:29]=[CH:30][CH:31]=[C:32]2[C:36]=1[NH:35][CH:34]=[C:33]2[C:37]1[CH2:38][CH2:39][NH:40][CH2:41][CH:42]=1, predict the reaction product. (3) Given the reactants [Cl:1][C:2]1[C:7]([C:8]([OH:10])=O)=[CH:6][CH:5]=[C:4]([Cl:11])[N:3]=1.S(Cl)(Cl)=O.[CH3:16][O:17][C:18]1[C:23]([S:24]([NH2:27])(=[O:26])=[O:25])=[CH:22][CH:21]=[CH:20][N:19]=1.C(N(CC)CC)C, predict the reaction product. The product is: [Cl:1][C:2]1[C:7]([C:8]([NH:27][S:24]([C:23]2[C:18]([O:17][CH3:16])=[N:19][CH:20]=[CH:21][CH:22]=2)(=[O:26])=[O:25])=[O:10])=[CH:6][CH:5]=[C:4]([Cl:11])[N:3]=1. (4) The product is: [Br:8][C:5]1[CH:6]=[CH:7][C:2]([N:1]=[CH2:10])=[N:3][CH:4]=1. Given the reactants [NH2:1][C:2]1[CH:7]=[CH:6][C:5]([Br:8])=[CH:4][N:3]=1.F[C:10](F)(F)C(O)=O, predict the reaction product. (5) The product is: [N:1]1[CH:6]=[C:5]([C:7]2[CH:14]=[CH:13][C:10]([CH:11]=[CH:23][CH:24]=[O:25])=[CH:9][CH:8]=2)[CH:4]=[N:3][CH:2]=1. Given the reactants [N:1]1[CH:6]=[C:5]([C:7]2[CH:14]=[CH:13][C:10]([CH:11]=O)=[CH:9][CH:8]=2)[CH:4]=[N:3][CH:2]=1.N1(C2C=C[C:23]([CH:24]=[O:25])=CC=2)C=CC=N1, predict the reaction product.